Dataset: Catalyst prediction with 721,799 reactions and 888 catalyst types from USPTO. Task: Predict which catalyst facilitates the given reaction. (1) Reactant: [CH:1]([O:3][CH2:4][CH3:5])=[O:2].C([O:8][C:9](=O)[CH2:10][C:11]1[CH:16]=[CH:15][C:14]([Cl:17])=[CH:13][CH:12]=1)C.[H-].[Na+].Cl. Product: [CH2:4]([O:3][C:1](=[O:2])[CH:10]([C:11]1[CH:16]=[CH:15][C:14]([Cl:17])=[CH:13][CH:12]=1)[CH:9]=[O:8])[CH3:5]. The catalyst class is: 27. (2) Reactant: [CH:1]1([CH2:7][N:8]2[C:13](=[O:14])[C:12]([C:15]([NH:17][CH2:18][C:19]([O:21]CC)=[O:20])=[O:16])=[C:11]([OH:24])[C:10]([C:25](OC)=[O:26])=[C:9]2[OH:29])[CH2:6][CH2:5][CH2:4][CH2:3][CH2:2]1.C(N(CC)C(C)C)(C)C.Cl.[CH:40]1([CH2:43][CH2:44][NH2:45])[CH2:42][CH2:41]1. Product: [CH:1]1([CH2:7][N:8]2[C:9]([OH:29])=[C:10]([C:25]([NH:45][CH2:44][CH2:43][CH:40]3[CH2:42][CH2:41]3)=[O:26])[C:11]([OH:24])=[C:12]([C:15]([NH:17][CH2:18][C:19]([OH:21])=[O:20])=[O:16])[C:13]2=[O:14])[CH2:6][CH2:5][CH2:4][CH2:3][CH2:2]1. The catalyst class is: 22. (3) Reactant: [CH3:1][C:2]1[CH2:3][C:4]2[CH:5]=[CH:6][C:7]3[CH:15]=[CH:14][CH:13]=[CH:12][C:8]=3[C:9]=2[C:10]=1[Li].[CH3:16][Si:17]([CH3:20])(Cl)[Cl:18]. Product: [CH3:1][C:2]1[CH2:3][C:4]2[CH:5]=[CH:6][C:7]3[CH:15]=[CH:14][CH:13]=[CH:12][C:8]=3[C:9]=2[C:10]=1[Si:17]([CH3:20])([CH3:16])[Cl:18]. The catalyst class is: 305. (4) Reactant: [CH3:1][O:2][C:3]1[CH:35]=[C:34]([O:36][CH3:37])[CH:33]=[CH:32][C:4]=1[CH2:5][N:6]1[C:26]2[C:15]3=[CH:16][C:17]4[CH:18]=[C:19]([CH2:24][OH:25])[N:20]([CH3:23])[C:21]=4[CH:22]=[C:14]3[CH2:13][CH2:12][CH2:11][C:10]=2[CH:9]=[C:8]([C:27]([O:29]C)=[O:28])[C:7]1=[O:31].[Li+].[OH-].Cl. Product: [CH3:1][O:2][C:3]1[CH:35]=[C:34]([O:36][CH3:37])[CH:33]=[CH:32][C:4]=1[CH2:5][N:6]1[C:26]2[C:15]3=[CH:16][C:17]4[CH:18]=[C:19]([CH2:24][OH:25])[N:20]([CH3:23])[C:21]=4[CH:22]=[C:14]3[CH2:13][CH2:12][CH2:11][C:10]=2[CH:9]=[C:8]([C:27]([OH:29])=[O:28])[C:7]1=[O:31]. The catalyst class is: 1.